From a dataset of CYP2C19 inhibition data for predicting drug metabolism from PubChem BioAssay. Regression/Classification. Given a drug SMILES string, predict its absorption, distribution, metabolism, or excretion properties. Task type varies by dataset: regression for continuous measurements (e.g., permeability, clearance, half-life) or binary classification for categorical outcomes (e.g., BBB penetration, CYP inhibition). Dataset: cyp2c19_veith. (1) The drug is CCN1C(=O)[C@H]2CC=C3[C@@H]([C@H](O)[C@H]4O[C@@H]4C34OCCCO4)[C@H]2C1=O. The result is 1 (inhibitor). (2) The drug is Cc1ccc(S(=O)(=O)CC#CCOC(=O)c2ccc([N+](=O)[O-])cc2)cc1. The result is 1 (inhibitor). (3) The molecule is Cc1sc(NC(=O)c2ccco2)c(C(c2ccncc2)N2CCOCC2)c1C. The result is 1 (inhibitor). (4) The molecule is Cc1ccc(C)c(CN2C(=O)C3CCCN3c3ccc(C#N)cc32)c1. The result is 1 (inhibitor).